This data is from Catalyst prediction with 721,799 reactions and 888 catalyst types from USPTO. The task is: Predict which catalyst facilitates the given reaction. (1) Reactant: [NH2:1][C:2]([C:4]1[CH:8]=[C:7]([C:9]2[CH:14]=[CH:13][C:12]([C:15]([OH:18])([CH3:17])[CH3:16])=[CH:11][C:10]=2[F:19])[S:6][C:5]=1[NH:20][C:21]1[N:26]=[C:25]([C:27]([OH:29])=O)[CH:24]=[CH:23][CH:22]=1)=[O:3].[O:30]1[CH2:33][CH2:32][CH:31]1[CH2:34][NH2:35].O.ON1C2C=CC=CC=2N=N1.N=C=N. Product: [NH2:1][C:2]([C:4]1[CH:8]=[C:7]([C:9]2[CH:14]=[CH:13][C:12]([C:15]([OH:18])([CH3:17])[CH3:16])=[CH:11][C:10]=2[F:19])[S:6][C:5]=1[NH:20][C:21]1[N:26]=[C:25]([C:27]([NH:35][CH2:34][CH:31]2[CH2:32][CH2:33][O:30]2)=[O:29])[CH:24]=[CH:23][CH:22]=1)=[O:3]. The catalyst class is: 3. (2) Reactant: Br[CH2:2][C:3](=[O:6])[CH2:4][CH3:5].[CH:7]([N-:9][CH:10]=[O:11])=[O:8].[Na+]. Product: [CH:7]([N:9]([CH2:2][C:3](=[O:6])[CH2:4][CH3:5])[CH:10]=[O:11])=[O:8]. The catalyst class is: 10. (3) Reactant: [CH3:1][CH:2]1[CH2:7][CH2:6][CH2:5][CH2:4][NH:3]1.[C:8]([C:10]1[CH:11]=[C:12]([CH:17]=[CH:18][C:19]=1F)[C:13]([O:15]C)=[O:14])#[N:9].[Li+].[OH-]. Product: [C:8]([C:10]1[CH:11]=[C:12]([CH:17]=[CH:18][C:19]=1[N:3]1[CH2:4][CH2:5][CH2:6][CH2:7][CH:2]1[CH3:1])[C:13]([OH:15])=[O:14])#[N:9]. The catalyst class is: 18.